Dataset: Full USPTO retrosynthesis dataset with 1.9M reactions from patents (1976-2016). Task: Predict the reactants needed to synthesize the given product. (1) Given the product [NH2:1][C:2]1[N:16]=[CH:15][C:14]([C:21]2[CH:22]=[CH:23][CH:24]=[CH:25][C:20]=2[CH:18]=[O:19])=[CH:13][C:3]=1[C:4]([NH:6][C:7]1[CH:12]=[CH:11][N:10]=[CH:9][CH:8]=1)=[O:5], predict the reactants needed to synthesize it. The reactants are: [NH2:1][C:2]1[N:16]=[CH:15][C:14](Br)=[CH:13][C:3]=1[C:4]([NH:6][C:7]1[CH:12]=[CH:11][N:10]=[CH:9][CH:8]=1)=[O:5].[CH:18]([C:20]1[CH:25]=[CH:24][CH:23]=[CH:22][C:21]=1B(O)O)=[O:19]. (2) Given the product [OH:25][NH:24][C:21]([C:4]1[N:3]=[C:2]([CH3:1])[N:6]([CH2:7][C:8]2[CH:13]=[CH:12][CH:11]=[C:10]([N:14]3[CH2:15][CH2:16][N:17]([CH3:20])[CH2:18][CH2:19]3)[CH:9]=2)[N:5]=1)=[NH:22], predict the reactants needed to synthesize it. The reactants are: [CH3:1][C:2]1[N:6]([CH2:7][C:8]2[CH:13]=[CH:12][CH:11]=[C:10]([N:14]3[CH2:19][CH2:18][N:17]([CH3:20])[CH2:16][CH2:15]3)[CH:9]=2)[N:5]=[C:4]([C:21]#[N:22])[N:3]=1.Cl.[NH2:24][OH:25].CCN(C(C)C)C(C)C. (3) Given the product [Cl:6][C:7]1[N:12]=[C:11]([NH:20][C:19]2[CH:21]=[CH:22][C:16]([O:15][CH3:14])=[CH:17][CH:18]=2)[CH:10]=[CH:9][N:8]=1, predict the reactants needed to synthesize it. The reactants are: C(=O)(O)[O-].[Na+].[Cl:6][C:7]1[N:12]=[C:11](Cl)[CH:10]=[CH:9][N:8]=1.[CH3:14][O:15][C:16]1[CH:22]=[CH:21][C:19]([NH2:20])=[CH:18][CH:17]=1. (4) The reactants are: F[C:2]1[CH:7]=[CH:6][C:5]([C:8]2[CH2:12][C:11]([C:17]3[CH:22]=[C:21]([Cl:23])[CH:20]=[C:19]([Cl:24])[CH:18]=3)([C:13]([F:16])([F:15])[F:14])[O:10][N:9]=2)=[CH:4][C:3]=1[N+:25]([O-:27])=[O:26].[NH:28]1[CH:32]=[N:31][CH:30]=[N:29]1.C(=O)([O-])[O-].[K+].[K+].O. Given the product [Cl:24][C:19]1[CH:18]=[C:17]([C:11]2([C:13]([F:16])([F:15])[F:14])[O:10][N:9]=[C:8]([C:5]3[CH:6]=[CH:7][C:2]([N:28]4[CH:32]=[N:31][CH:30]=[N:29]4)=[C:3]([N+:25]([O-:27])=[O:26])[CH:4]=3)[CH2:12]2)[CH:22]=[C:21]([Cl:23])[CH:20]=1, predict the reactants needed to synthesize it. (5) Given the product [F:35][C:36]([F:41])([F:40])[C:37]([OH:39])=[O:38].[Cl:1][C:2]1[S:9][C:8]2[C:7]3([CH:13]([C:14]4[CH:19]=[CH:18][CH:17]=[C:16]([Cl:20])[C:15]=4[F:21])[CH:12]([C:22]([OH:24])=[O:23])[NH:11][CH:10]3[CH2:29][C:30]([CH3:32])([CH3:31])[CH3:33])[C:6](=[O:34])[NH:5][C:4]=2[CH:3]=1, predict the reactants needed to synthesize it. The reactants are: [Cl:1][C:2]1[S:9][C:8]2[C:7]3([CH:13]([C:14]4[CH:19]=[CH:18][CH:17]=[C:16]([Cl:20])[C:15]=4[F:21])[CH:12]([C:22]([O:24]C(C)(C)C)=[O:23])[NH:11][CH:10]3[CH2:29][C:30]([CH3:33])([CH3:32])[CH3:31])[C:6](=[O:34])[NH:5][C:4]=2[CH:3]=1.[F:35][C:36]([F:41])([F:40])[C:37]([OH:39])=[O:38]. (6) Given the product [CH:1]1([CH2:6][C@@H:7]([C:8]([NH:39][NH:38][C:35]2[C:36]([F:37])=[C:31]([N:25]3[CH2:26][CH2:27][N:28]([CH3:30])[CH2:29][C@@H:24]3[CH3:23])[N:32]=[C:33]([CH3:40])[N:34]=2)=[O:10])[CH2:11][N:12]([O:13][CH2:14][C:15]2[CH:20]=[CH:19][CH:18]=[CH:17][CH:16]=2)[CH:21]=[O:22])[CH2:2][CH2:3][CH2:4][CH2:5]1, predict the reactants needed to synthesize it. The reactants are: [CH:1]1([CH2:6][C@H:7]([CH2:11][N:12]([CH:21]=[O:22])[O:13][CH2:14][C:15]2[CH:20]=[CH:19][CH:18]=[CH:17][CH:16]=2)[C:8]([OH:10])=O)[CH2:5][CH2:4][CH2:3][CH2:2]1.[CH3:23][C@H:24]1[CH2:29][N:28]([CH3:30])[CH2:27][CH2:26][N:25]1[C:31]1[C:36]([F:37])=[C:35]([NH:38][NH2:39])[N:34]=[C:33]([CH3:40])[N:32]=1.CN1CCOCC1.C1C=NC2N(O)N=NC=2C=1.C(Cl)CCl.